This data is from Full USPTO retrosynthesis dataset with 1.9M reactions from patents (1976-2016). The task is: Predict the reactants needed to synthesize the given product. (1) Given the product [Br:8][C:5]1[CH:6]=[CH:7][C:2]([NH:1][S:21]([CH3:20])(=[O:23])=[O:22])=[C:3]([C:9]([F:12])([F:10])[F:11])[CH:4]=1, predict the reactants needed to synthesize it. The reactants are: [NH2:1][C:2]1[CH:7]=[CH:6][C:5]([Br:8])=[CH:4][C:3]=1[C:9]([F:12])([F:11])[F:10].CCN(CC)CC.[CH3:20][S:21](Cl)(=[O:23])=[O:22]. (2) Given the product [Cl:30][C:9]([C:4]1[CH:5]=[CH:6][C:7]([Cl:8])=[C:2]([Cl:1])[CH:3]=1)=[CH:10][CH2:11][C:12]1[CH:27]=[CH:26][C:15]([C:16]([NH:18][C:19]2[CH:24]=[CH:23][CH:22]=[CH:21][C:20]=2[CH3:25])=[O:17])=[CH:14][CH:13]=1, predict the reactants needed to synthesize it. The reactants are: [Cl:1][C:2]1[CH:3]=[C:4]([C:9](=O)[CH2:10][CH2:11][C:12]2[CH:27]=[CH:26][C:15]([C:16]([NH:18][C:19]3[CH:24]=[CH:23][CH:22]=[CH:21][C:20]=3[CH3:25])=[O:17])=[CH:14][CH:13]=2)[CH:5]=[CH:6][C:7]=1[Cl:8].P(Cl)(Cl)(Cl)(Cl)[Cl:30].[Na]. (3) Given the product [OH:2][C:3]1[CH:11]=[CH:10][CH:9]=[C:8]2[C:4]=1[CH2:5][C:6](=[O:13])[N:7]2[CH3:12], predict the reactants needed to synthesize it. The reactants are: C[O:2][C:3]1[CH:11]=[CH:10][CH:9]=[C:8]2[C:4]=1[CH2:5][C:6](=[O:13])[N:7]2[CH3:12].Br. (4) Given the product [CH3:1][N:2]1[CH:10]2[CH2:11][CH2:12][CH2:13][CH:3]1[C:4]1[N:5]=[N:6][NH:7][C:8]=1[CH2:9]2, predict the reactants needed to synthesize it. The reactants are: [CH3:1][N:2]1[CH:10]2[CH2:11][CH2:12][CH2:13][CH:3]1[C:4]1[N:5]=[N:6][N:7](CC3C=CC(OC)=CC=3)[C:8]=1[CH2:9]2. (5) Given the product [CH3:18][N:1]([C:2]1[CH:11]=[CH:10][CH:9]=[C:4]([C:5]([O:7][CH3:8])=[O:6])[CH:3]=1)[CH2:13][C:14]([OH:16])=[O:15], predict the reactants needed to synthesize it. The reactants are: [NH2:1][C:2]1[CH:3]=[C:4]([CH:9]=[CH:10][CH:11]=1)[C:5]([O:7][CH3:8])=[O:6].Br[CH2:13][C:14]([O:16]C)=[O:15].[C:18]([O-])(=O)C.[Na+].